Dataset: Reaction yield outcomes from USPTO patents with 853,638 reactions. Task: Predict the reaction yield, written as a fraction of the theoretical maximum amount of product (1.0 means a 100% yield; for example, 0.34 means a 34% yield). (1) The reactants are [Cl-].O[NH3+:3].[C:4](=[O:7])([O-])[OH:5].[Na+].CS(C)=O.[Si]([O:20][CH2:21][C:22]([CH3:58])([CH3:57])[O:23][C:24]1[CH:29]=[CH:28][C:27]([C:30]2[C:35](=[O:36])[N:34]([CH2:37][C:38]3[CH:43]=[CH:42][C:41]([C:44]4[C:45]([C:50]#[N:51])=[CH:46][CH:47]=[CH:48][CH:49]=4)=[CH:40][CH:39]=3)[C:33]([CH2:52][CH2:53][CH3:54])=[N:32][C:31]=2[CH2:55][CH3:56])=[CH:26][CH:25]=1)(C(C)(C)C)(C)C. The catalyst is C(OCC)(=O)C. The product is [CH2:55]([C:31]1[N:32]=[C:33]([CH2:52][CH2:53][CH3:54])[N:34]([CH2:37][C:38]2[CH:39]=[CH:40][C:41]([C:44]3[CH:49]=[CH:48][CH:47]=[CH:46][C:45]=3[C:50]3[NH:3][C:4](=[O:7])[O:5][N:51]=3)=[CH:42][CH:43]=2)[C:35](=[O:36])[C:30]=1[C:27]1[CH:28]=[CH:29][C:24]([O:23][C:22]([CH3:58])([CH3:57])[CH2:21][OH:20])=[CH:25][CH:26]=1)[CH3:56]. The yield is 0.750. (2) The reactants are [NH2:1][C:2]1[N:7]=[CH:6][N:5]=[C:4]2[N:8]([CH2:12][C:13]3[O:14][C:15]4[C:20]([C:21](=[O:29])[C:22]=3[C:23]3[CH:28]=[CH:27][CH:26]=[CH:25][CH:24]=3)=[CH:19][CH:18]=[CH:17][CH:16]=4)[N:9]=[C:10](I)[C:3]=12.[C:30]([NH:33][C:34]1[CH:35]=[C:36](B(O)O)[CH:37]=[CH:38][CH:39]=1)(=[O:32])[CH3:31].C(=O)([O-])[O-].[Na+].[Na+].ClCCl. The catalyst is CN(C=O)C.C(O)C.O. The product is [NH2:1][C:2]1[N:7]=[CH:6][N:5]=[C:4]2[N:8]([CH2:12][C:13]3[O:14][C:15]4[C:20]([C:21](=[O:29])[C:22]=3[C:23]3[CH:28]=[CH:27][CH:26]=[CH:25][CH:24]=3)=[CH:19][CH:18]=[CH:17][CH:16]=4)[N:9]=[C:10]([C:38]3[CH:39]=[C:34]([NH:33][C:30](=[O:32])[CH3:31])[CH:35]=[CH:36][CH:37]=3)[C:3]=12. The yield is 0.230. (3) The reactants are [Cl-].[Al+3].[Cl-].[Cl-].[NH:5]1[C:13]2[C:8](=[N:9][CH:10]=[CH:11][CH:12]=2)[CH:7]=[CH:6]1.Cl[C:15]([C@H:17]1[CH2:21][CH2:20][CH2:19][N:18]1[C:22]([O:24][CH2:25][CH3:26])=[O:23])=[O:16].CO. The catalyst is ClCCl. The product is [NH:5]1[C:13]2[C:8](=[N:9][CH:10]=[CH:11][CH:12]=2)[C:7]([C:15]([C@H:17]2[CH2:21][CH2:20][CH2:19][N:18]2[C:22]([O:24][CH2:25][CH3:26])=[O:23])=[O:16])=[CH:6]1. The yield is 0.640. (4) The reactants are [CH3:1][NH:2][CH2:3][CH2:4][C@H:5]([O:11][C:12]1[CH:13]=[CH:14][CH:15]=[C:16]2[CH:21]=[CH:20][CH:19]=[CH:18][C:17]=12)[C:6]1[S:10][CH:9]=[CH:8][CH:7]=1.[ClH:22]. The catalyst is CCC(C)=O. The product is [CH3:1][NH:2][CH2:3][CH2:4][C@H:5]([O:11][C:12]1[C:17]2[C:16](=[CH:21][CH:20]=[CH:19][CH:18]=2)[CH:15]=[CH:14][CH:13]=1)[C:6]1[S:10][CH:9]=[CH:8][CH:7]=1.[ClH:22]. The yield is 0.946.